From a dataset of Peptide-MHC class II binding affinity with 134,281 pairs from IEDB. Regression. Given a peptide amino acid sequence and an MHC pseudo amino acid sequence, predict their binding affinity value. This is MHC class II binding data. (1) The peptide sequence is AIGIITLYLGAVVQA. The MHC is DRB1_0301 with pseudo-sequence DRB1_0301. The binding affinity (normalized) is 0. (2) The peptide sequence is AAPANDKFTVFEAAF. The MHC is HLA-DPA10103-DPB10301 with pseudo-sequence HLA-DPA10103-DPB10301. The binding affinity (normalized) is 0.0691. (3) The binding affinity (normalized) is 0.204. The MHC is DRB1_0301 with pseudo-sequence DRB1_0301. The peptide sequence is QWHKEGSSIGKLFTQHHHHHH. (4) The peptide sequence is AAVELARALVRAVAE. The MHC is HLA-DQA10101-DQB10501 with pseudo-sequence HLA-DQA10101-DQB10501. The binding affinity (normalized) is 0.0943. (5) The peptide sequence is TAVYYCARGITMIPH. The MHC is HLA-DQA10102-DQB10602 with pseudo-sequence HLA-DQA10102-DQB10602. The binding affinity (normalized) is 0.620.